Dataset: Experimentally validated miRNA-target interactions with 360,000+ pairs, plus equal number of negative samples. Task: Binary Classification. Given a miRNA mature sequence and a target amino acid sequence, predict their likelihood of interaction. (1) The miRNA is hsa-miR-7856-5p with sequence UUUUAAGGACACUGAGGGAUC. The protein sequence of the target gene is MSFPPHLNRPPMGIPALPPGIPPPQFPGFPPPVPPGTPMIPVPMSIMAPAPTVLVPTVSMVGKHLGARKDHPGLKAKENDENCGPTTTVFVGNISEKASDMLIRQLLAKCGLVLSWKRVQGASGKLQAFGFCEYKEPESTLRALRLLHDLQIGEKKLLVKVDAKTKAQLDEWKAKKKASNGNARPETVTNDDEEALDEETKRRDQMIKGAIEVLIREYSSELNAPSQESDSHPRKKKKEKKEDIFRRFPVAPLIPYPLITKEDINAIEMEEDKRDLISREISKFRDTHKKLEEEKGKKEK.... Result: 0 (no interaction). (2) Result: 0 (no interaction). The miRNA is hsa-miR-7854-3p with sequence UGAGGUGACCGCAGAUGGGAA. The protein sequence of the target gene is MRAHPGGGRCCPEQEEGESAAGGSGAGGDSAIEQGGQGSALAPSPVSGVRREGARGGGRGRGRWKQAARGGGVCGRGRGRGRGRGRGRGRGRGRGRPQSGGSGLGGDGGGGAGGCGGGSGGGVAPRRDPVPFPSGSSGPGPRGPRATESGKRMDCPALPPGWKKEEVIRKSGLSAGKSDVYYFSPSGKKFRSKPQLARYLGNAVDLSSFDFRTGKMMPSKLQKNKQRLRNDPLNQNKGKPDLNTTLPIRQTASIFKQPVTKFTNHPSNKVKSDPQRMNEQPRQLFWEKRLQGLSASDVTE.... (3) The miRNA is hsa-miR-7515 with sequence AGAAGGGAAGAUGGUGAC. The protein sequence of the target gene is MALGKVLAMALVLALAVLGSLSPGARAGDCKGQRQVLREAPGFVTDGAGNYSVNGNCEWLIEAPSPQHRILLDFLFLDTECTYDYLFVYDGDSPRGPLLASLSGSTRPPPIEASSGKMLLHLFSDANYNLLGFNASFRFSLCPGGCQSHGQCQPPGVCACEPGWGGPDCGLQECSAYCGSHGTCASPLGPCRCEPGFLGRACDLHLWENQGAGWWHNVSARDPAFSARIGAAGAFLSPPGLLAVFGGQDLNNALGDLVLYNFSANTWESWDLSPAPAARHSHVAVAWAGSLVLMGGELAD.... Result: 0 (no interaction). (4) The miRNA is hsa-miR-200b-5p with sequence CAUCUUACUGGGCAGCAUUGGA. The protein sequence of the target gene is MTSQRSPLAPLLLLSLHGVAASLEVSESPGSIQVARGQPAVLPCTFTTSAALINLNVIWMVTPLSNANQPEQVILYQGGQMFDGAPRFHGRVGFTGTMPATNVSIFINNTQLSDTGTYQCLVNNLPDIGGRNIGVTGLTVLVPPSAPHCQIQGSQDIGSDVILLCSSEEGIPRPTYLWEKLDNTLKLPPTATQDQVQGTVTIRNISALSSGLYQCVASNAIGTSTCLLDLQVISPQPRNIGLIAGAIGTGAVIIIFCIALILGAFFYWRSKNKEEEEEEIPNEIREDDLPPKCSSAKAFH.... Result: 0 (no interaction). (5) The miRNA is hsa-miR-6789-3p with sequence CGGCGCCCGUGUCUCCUCCAG. Result: 0 (no interaction). The protein sequence of the target gene is MARRSRHRLLLLLLRYLVVALGYHKAYGFSAPKDQQVVTAVEYQEAILACKTPKKTVSSRLEWKKLGRSVSFVYYQQTLQGDFKNRAEMIDFNIRIKNVTRSDAGKYRCEVSAPSEQGQNLEEDTVTLEVLVAPAVPSCEVPSSALSGTVVELRCQDKEGNPAPEYTWFKDGIRLLENPRLGSQSTNSSYTMNTKTGTLQFNTVSKLDTGEYSCEARNSVGYRRCPGKRMQVDDLNISGIIAAVVVVALVISVCGLGVCYAQRKGYFSKETSFQKSNSSSKATTMSENDFKHTKSFII. (6) The miRNA is hsa-miR-6842-5p with sequence UGGGGGUGGUCUCUAGCCAAGG. The protein sequence of the target gene is MMLSPDQAADSDHPSSTHSDPESLGGADTKVLGSVSDLEPVEEADGDGKGGSRAALYPHPQQLSREEKRRRRRATAKYRSAHATRERIRVEAFNLAFAELRKLLPTLPPDKKLSKIEILRLAICYISYLNHVLDV. Result: 0 (no interaction).